Dataset: Tyrosyl-DNA phosphodiesterase HTS with 341,365 compounds. Task: Binary Classification. Given a drug SMILES string, predict its activity (active/inactive) in a high-throughput screening assay against a specified biological target. The molecule is O=C(N1CC(CCC1)CCC(=O)N(CCc1ncccc1)C)NCCC(OCC)=O. The result is 0 (inactive).